The task is: Predict the reactants needed to synthesize the given product.. This data is from Full USPTO retrosynthesis dataset with 1.9M reactions from patents (1976-2016). (1) Given the product [S:24]([NH:1][C:2]1[CH:9]=[CH:8][CH:7]=[C:6]([O:10][CH2:11][C@H:12]2[CH2:17][CH2:16][CH2:15][N:14]([C:18](=[O:23])[CH2:19][CH:20]([CH3:21])[CH3:22])[CH2:13]2)[C:3]=1[C:4]#[N:5])(=[O:27])(=[O:26])[NH2:25], predict the reactants needed to synthesize it. The reactants are: [NH2:1][C:2]1[CH:9]=[CH:8][CH:7]=[C:6]([O:10][CH2:11][C@H:12]2[CH2:17][CH2:16][CH2:15][N:14]([C:18](=[O:23])[CH2:19][CH:20]([CH3:22])[CH3:21])[CH2:13]2)[C:3]=1[C:4]#[N:5].[S:24](Cl)(=[O:27])(=[O:26])[NH2:25].O. (2) Given the product [S:1]([O-:5])([O-:4])(=[O:3])=[O:2].[Co+2:6].[OH-:10].[Na+:21].[O-2:20].[O-2:2].[O-2:2].[O-2:2].[Co+2:6].[Co+3:6].[Co+3:6], predict the reactants needed to synthesize it. The reactants are: [S:1]([O-:5])([O-:4])(=[O:3])=[O:2].[Co+2:6].C(O)(=O)CC(CC(O)=O)(C(O)=O)[OH:10].[OH-:20].[Na+:21].O=O.[OH-].[Co+2].[OH-]. (3) Given the product [C:1]1([S:7]([C:10]2([CH2:19][NH:20][C:22]([NH:21][C:24]3[C:25]([CH:33]([CH3:34])[CH3:35])=[CH:26][CH:27]=[CH:28][C:29]=3[CH:30]([CH3:32])[CH3:31])=[O:23])[CH2:11][C:12]3[C:17](=[CH:16][CH:15]=[CH:14][CH:13]=3)[CH2:18]2)(=[O:9])=[O:8])[CH:2]=[CH:3][CH:4]=[CH:5][CH:6]=1, predict the reactants needed to synthesize it. The reactants are: [C:1]1([S:7]([C:10]2([CH2:19][NH2:20])[CH2:18][C:17]3[C:12](=[CH:13][CH:14]=[CH:15][CH:16]=3)[CH2:11]2)(=[O:9])=[O:8])[CH:6]=[CH:5][CH:4]=[CH:3][CH:2]=1.[N:21]([C:24]1[C:29]([CH:30]([CH3:32])[CH3:31])=[CH:28][CH:27]=[CH:26][C:25]=1[CH:33]([CH3:35])[CH3:34])=[C:22]=[O:23]. (4) Given the product [F:1][C:2]1[CH:3]=[CH:4][C:5]([CH:8]2[CH2:13][CH2:12][N:11]([C:14]([O:16][C:17]([CH3:18])([CH3:20])[CH3:19])=[O:15])[CH2:10][CH:9]2[O:21][CH2:28][C:27]2[CH:30]=[CH:31][C:24]([O:23][CH3:22])=[CH:25][CH:26]=2)=[CH:6][CH:7]=1, predict the reactants needed to synthesize it. The reactants are: [F:1][C:2]1[CH:7]=[CH:6][C:5]([CH:8]2[CH2:13][CH2:12][N:11]([C:14]([O:16][C:17]([CH3:20])([CH3:19])[CH3:18])=[O:15])[CH2:10][CH:9]2[OH:21])=[CH:4][CH:3]=1.[CH3:22][O:23][C:24]1[CH:31]=[CH:30][C:27]([CH2:28]Cl)=[CH:26][CH:25]=1.[H-].[Na+].